Predict the reaction yield, written as a fraction of the theoretical maximum amount of product (1.0 means a 100% yield; for example, 0.34 means a 34% yield). From a dataset of Reaction yield outcomes from USPTO patents with 853,638 reactions. (1) The reactants are C(OC(=O)[NH:7][CH2:8][CH2:9][CH2:10][N:11]([CH:21]([C:24]1[N:25]([CH2:35][C:36]2[CH:41]=[CH:40][CH:39]=[C:38]([F:42])[CH:37]=2)[C:26](=[O:34])[C:27]2[C:32]([CH3:33])=[N:31][S:30][C:28]=2[N:29]=1)[CH2:22][CH3:23])[C:12](=[O:20])[C:13]1[CH:18]=[CH:17][C:16]([CH3:19])=[CH:15][CH:14]=1)(C)(C)C.[ClH:44]. The catalyst is O1CCOCC1. The product is [ClH:44].[NH2:7][CH2:8][CH2:9][CH2:10][N:11]([CH:21]([C:24]1[N:25]([CH2:35][C:36]2[CH:41]=[CH:40][CH:39]=[C:38]([F:42])[CH:37]=2)[C:26](=[O:34])[C:27]2[C:32]([CH3:33])=[N:31][S:30][C:28]=2[N:29]=1)[CH2:22][CH3:23])[C:12](=[O:20])[C:13]1[CH:14]=[CH:15][C:16]([CH3:19])=[CH:17][CH:18]=1. The yield is 0.800. (2) The reactants are C[O:2][C:3](=[O:34])[C:4]([C:7]1[CH:12]=[CH:11][C:10]([C:13]#[C:14][C:15]2[CH:24]=[C:23]([CH2:25][CH3:26])[C:22]3[CH:21]([N:27]([CH:29]4[CH2:31][CH2:30]4)[CH3:28])[CH2:20][CH2:19][C:18]([CH3:33])([CH3:32])[C:17]=3[CH:16]=2)=[CH:9][CH:8]=1)([CH3:6])[CH3:5].[OH-].[K+].[Cl-].[NH4+]. The catalyst is CO.O1CCCC1. The product is [CH:29]1([N:27]([CH3:28])[CH:21]2[CH2:20][CH2:19][C:18]([CH3:32])([CH3:33])[C:17]3[CH:16]=[C:15]([C:14]#[C:13][C:10]4[CH:9]=[CH:8][C:7]([C:4]([CH3:6])([CH3:5])[C:3]([OH:34])=[O:2])=[CH:12][CH:11]=4)[CH:24]=[C:23]([CH2:25][CH3:26])[C:22]2=3)[CH2:30][CH2:31]1. The yield is 0.690. (3) The reactants are C(OC[N:9]1[C:13]2[N:14]=[CH:15][N:16]=[C:17]([C:18]3[CH:19]=[N:20][N:21]([C:23]4([CH2:32][C:33]#[N:34])[CH2:26][N:25]([S:27]([CH2:30][CH3:31])(=[O:29])=[O:28])[CH2:24]4)[CH:22]=3)[C:12]=2[CH:11]=[CH:10]1)(=O)C(C)(C)C.O.[OH-].[Li+].Cl. The catalyst is C(#N)C.C(O)(C)C. The product is [N:14]1[C:13]2[NH:9][CH:10]=[CH:11][C:12]=2[C:17]([C:18]2[CH:19]=[N:20][N:21]([C:23]3([CH2:32][C:33]#[N:34])[CH2:24][N:25]([S:27]([CH2:30][CH3:31])(=[O:28])=[O:29])[CH2:26]3)[CH:22]=2)=[N:16][CH:15]=1. The yield is 0.780. (4) The reactants are [CH2:1]([O:8][CH2:9][C:10]#[C:11][C:12](=[O:17])[C:13]([Cl:16])([Cl:15])[Cl:14])[C:2]1[CH:7]=[CH:6][CH:5]=[CH:4][CH:3]=1.[Cl:18][C:19]1[C:20]([NH:25][NH2:26])=[N:21][CH:22]=[CH:23][CH:24]=1. The catalyst is C(OC)(C)(C)C. The product is [CH2:1]([O:8][CH2:9][C:10]1[CH2:11][C:12]([C:13]([Cl:16])([Cl:15])[Cl:14])([OH:17])[N:25]([C:20]2[C:19]([Cl:18])=[CH:24][CH:23]=[CH:22][N:21]=2)[N:26]=1)[C:2]1[CH:3]=[CH:4][CH:5]=[CH:6][CH:7]=1. The yield is 0.940. (5) The reactants are [CH2:1]([N:4]([CH3:20])[C:5]([C:7]1[C:8]([I:19])=[C:9]([C:13]([I:18])=[C:14]([NH2:17])[C:15]=1[I:16])[C:10]([Cl:12])=[O:11])=[O:6])[CH:2]=[CH2:3].[C:21]([O:24][CH2:25][C:26](Cl)=[O:27])(=[O:23])[CH3:22].C(OCC)(=O)C. The product is [CH2:1]([N:4]([CH3:20])[C:5]([C:7]1[C:15]([I:16])=[C:14]([NH:17][C:26]([CH2:25][O:24][C:21](=[O:23])[CH3:22])=[O:27])[C:13]([I:18])=[C:9]([C:10]([Cl:12])=[O:11])[C:8]=1[I:19])=[O:6])[CH:2]=[CH2:3]. The catalyst is CN(C)C(=O)C. The yield is 0.950. (6) The reactants are C([O:3][C:4]([CH:6]1[CH2:11][CH2:10][CH:9]([NH:12][C:13]2[N:18]=[C:17]([N:19]3[C:27]4[C:22](=[C:23]([Br:28])[CH:24]=[CH:25][CH:26]=4)[CH:21]=[CH:20]3)[CH:16]=[CH:15][N:14]=2)[CH2:8][CH2:7]1)=[O:5])C.O[Li].O.C(O)(=O)CC(CC(O)=O)(C(O)=O)O. The catalyst is C1COCC1.CCO.O. The product is [Br:28][C:23]1[CH:24]=[CH:25][CH:26]=[C:27]2[C:22]=1[CH:21]=[CH:20][N:19]2[C:17]1[CH:16]=[CH:15][N:14]=[C:13]([NH:12][CH:9]2[CH2:8][CH2:7][CH:6]([C:4]([OH:5])=[O:3])[CH2:11][CH2:10]2)[N:18]=1. The yield is 0.970. (7) The catalyst is C(Cl)(Cl)(Cl)Cl. The yield is 0.270. The product is [CH2:9]([C@@:11]12[CH2:35][CH2:34][C@@:33]([C:37]([F:40])([F:39])[F:38])([OH:36])[CH2:32][C@H:12]1[CH2:13][CH:14]=[CH:15][C:16]1[C:17]2=[CH:18][C:19]2[CH:20]=[N:21][N:22]([C:25]3[CH:26]=[CH:27][C:28]([F:31])=[CH:29][CH:30]=3)[C:23]=2[CH:24]=1)[CH3:10]. The reactants are C1C(=O)N(Br)C(=O)C1.[CH2:9]([C@@:11]12[CH2:35][CH2:34][C@@:33]([C:37]([F:40])([F:39])[F:38])([OH:36])[CH2:32][C@H:12]1[CH2:13][CH2:14][CH2:15][C:16]1[C:17]2=[CH:18][C:19]2[CH:20]=[N:21][N:22]([C:25]3[CH:30]=[CH:29][C:28]([F:31])=[CH:27][CH:26]=3)[C:23]=2[CH:24]=1)[CH3:10].CC(N=NC(C#N)(C)C)(C#N)C. (8) The reactants are [I:1]I.[NH2:3][C:4]1[CH:13]=[CH:12][C:11]([F:14])=[CH:10][C:5]=1[C:6]([O:8][CH3:9])=[O:7]. The catalyst is S([O-])([O-])(=O)=O.[Ag+2].C(O)C. The product is [NH2:3][C:4]1[C:13]([I:1])=[CH:12][C:11]([F:14])=[CH:10][C:5]=1[C:6]([O:8][CH3:9])=[O:7]. The yield is 0.930. (9) The reactants are [C:1]([OH:10])(=[O:9])[C:2]1[C:3](=[CH:5][CH:6]=[CH:7][CH:8]=1)[OH:4].Br[CH2:12][CH2:13][CH2:14]Br.[OH2:16].Cl. The catalyst is CN(C=O)C. The yield is 0.850. The product is [C:1]([O:10][CH2:12][CH2:13][CH2:14][O:16][C:1](=[O:9])[C:2]1[C:3](=[CH:5][CH:6]=[CH:7][CH:8]=1)[OH:4])(=[O:9])[C:2]1[C:3](=[CH:5][CH:6]=[CH:7][CH:8]=1)[OH:4].